Dataset: Full USPTO retrosynthesis dataset with 1.9M reactions from patents (1976-2016). Task: Predict the reactants needed to synthesize the given product. (1) Given the product [CH3:22][CH:21]([CH3:23])[CH2:20][C@H:19]([N:24]1[C:25](=[O:34])[C:26]2[C:31](=[CH:30][CH:29]=[CH:28][CH:27]=2)[C:32]1=[O:33])[CH2:18][O:17][C:2]1[CH:3]=[CH:4][C:5]2[C:15]3[C:10](=[CH:11][N:12]=[CH:13][CH:14]=3)[CH:9]([CH3:16])[O:8][C:6]=2[CH:7]=1, predict the reactants needed to synthesize it. The reactants are: Br[C:2]1[CH:3]=[CH:4][C:5]2[C:15]3[C:10](=[CH:11][N:12]=[CH:13][CH:14]=3)[CH:9]([CH3:16])[O:8][C:6]=2[CH:7]=1.[OH:17][CH2:18][C@@H:19]([N:24]1[C:32](=[O:33])[C:31]2[C:26](=[CH:27][CH:28]=[CH:29][CH:30]=2)[C:25]1=[O:34])[CH2:20][CH:21]([CH3:23])[CH3:22].C(=O)([O-])[O-].[Cs+].[Cs+]. (2) Given the product [N:16]([CH2:5][CH2:4][CH2:3][C:2]([P:8](=[O:15])([O:12][CH2:13][CH3:14])[O:9][CH2:10][CH3:11])([F:7])[F:1])=[N+:17]=[N-:18], predict the reactants needed to synthesize it. The reactants are: [F:1][C:2]([P:8](=[O:15])([O:12][CH2:13][CH3:14])[O:9][CH2:10][CH3:11])([F:7])[CH2:3][CH2:4][CH2:5]I.[N-:16]=[N+:17]=[N-:18].[Na+]. (3) Given the product [C:33]1([CH:27]([C:21]2[CH:22]=[CH:23][CH:24]=[CH:25][CH:26]=2)[C@H:28]([OH:32])[CH2:29][CH:30]=[CH2:31])[CH:34]=[CH:35][CH:36]=[CH:37][CH:38]=1, predict the reactants needed to synthesize it. The reactants are: C([C@H]1CO1)(C1C=CC=CC=1)C1C=CC=CC=1.C([Mg]Br)=C.[C:21]1([CH:27]([C:33]2[CH:38]=[CH:37][CH:36]=[CH:35][CH:34]=2)[C@@H:28]([OH:32])[CH2:29][CH:30]=[CH2:31])[CH:26]=[CH:25][CH:24]=[CH:23][CH:22]=1. (4) Given the product [CH3:26][C:24]1[CH:23]=[C:22]([C:27]2[CH:32]=[CH:31][C:30]([C:33]([F:36])([F:34])[F:35])=[CH:29][CH:28]=2)[N:21]=[C:20]([C:16]2[CH:15]=[C:14]([C:11]3[S:10][C:9]([S:6]([NH2:5])(=[O:8])=[O:7])=[CH:13][CH:12]=3)[CH:19]=[CH:18][CH:17]=2)[CH:25]=1, predict the reactants needed to synthesize it. The reactants are: C([NH:5][S:6]([C:9]1[S:10][C:11]([C:14]2[CH:19]=[CH:18][CH:17]=[C:16]([C:20]3[CH:25]=[C:24]([CH3:26])[CH:23]=[C:22]([C:27]4[CH:32]=[CH:31][C:30]([C:33]([F:36])([F:35])[F:34])=[CH:29][CH:28]=4)[N:21]=3)[CH:15]=2)=[CH:12][CH:13]=1)(=[O:8])=[O:7])(C)(C)C.C(O)(C(F)(F)F)=O. (5) Given the product [Cl:1][C:2]1[CH:3]=[CH:4][C:5]([F:29])=[C:6]([C:8]2[N:13]=[C:12]([NH:14][C:15]3[C:20]([C:21]([NH2:32])=[O:22])=[CH:19][N:18]=[CH:17][CH:16]=3)[C:11]3[CH2:24][C:25]([CH3:27])([CH3:28])[CH2:26][C:10]=3[N:9]=2)[CH:7]=1, predict the reactants needed to synthesize it. The reactants are: [Cl:1][C:2]1[CH:3]=[CH:4][C:5]([F:29])=[C:6]([C:8]2[N:13]=[C:12]([NH:14][C:15]3[C:20]([C:21](O)=[O:22])=[CH:19][N:18]=[CH:17][CH:16]=3)[C:11]3[CH2:24][C:25]([CH3:28])([CH3:27])[CH2:26][C:10]=3[N:9]=2)[CH:7]=1.C(N1C=CN=C1)([N:32]1C=CN=C1)=O.N. (6) Given the product [CH:12]1([CH2:11][CH2:10][CH2:9][C@@H:8]([C:18]2[O:22][N:21]=[C:20]([CH2:23][OH:24])[N:19]=2)[CH2:7][C:6]([O:5][C:1]([CH3:4])([CH3:3])[CH3:2])=[O:28])[CH2:13][CH2:14][CH2:15][CH2:16][CH2:17]1, predict the reactants needed to synthesize it. The reactants are: [C:1]([O:5][C:6](=[O:28])[CH2:7][C@H:8]([C:18]1[O:22][N:21]=[C:20]([C:23](OCC)=[O:24])[N:19]=1)[CH2:9][CH2:10][CH2:11][CH:12]1[CH2:17][CH2:16][CH2:15][CH2:14][CH2:13]1)([CH3:4])([CH3:3])[CH3:2].[BH4-].[Na+].C(O)(=O)CC(CC(O)=O)(C(O)=O)O.